From a dataset of Full USPTO retrosynthesis dataset with 1.9M reactions from patents (1976-2016). Predict the reactants needed to synthesize the given product. Given the product [CH3:10][Si:2]([CH3:1])([CH3:11])[CH2:3][CH2:4][CH2:5][S:6]([OH:9])(=[O:8])=[O:7], predict the reactants needed to synthesize it. The reactants are: [CH3:1][Si:2]([CH3:11])([CH3:10])[CH2:3][CH2:4][CH2:5][S:6]([O-:9])(=[O:8])=[O:7].[Na+].C[Si](C)(C)CCCS([O-])(=O)=O.